This data is from Full USPTO retrosynthesis dataset with 1.9M reactions from patents (1976-2016). The task is: Predict the reactants needed to synthesize the given product. The reactants are: [NH2:1][C:2]1[CH:14]=[CH:13][C:12]2[C:11]3[C:6](=[CH:7][CH:8]=[CH:9][CH:10]=3)[CH2:5][C:4]=2[CH:3]=1.[CH3:15][C:16]([O:19][C:20](O[C:20]([O:19][C:16]([CH3:18])([CH3:17])[CH3:15])=[O:21])=[O:21])([CH3:18])[CH3:17].C(OCC)(=O)C.OS([O-])(=O)=O.[K+]. Given the product [C:20]([NH:1][C:2]1[CH:14]=[CH:13][C:12]2[C:11]3[C:6](=[CH:7][CH:8]=[CH:9][CH:10]=3)[CH2:5][C:4]=2[CH:3]=1)([O:19][C:16]([CH3:18])([CH3:17])[CH3:15])=[O:21], predict the reactants needed to synthesize it.